From a dataset of Reaction yield outcomes from USPTO patents with 853,638 reactions. Predict the reaction yield, written as a fraction of the theoretical maximum amount of product (1.0 means a 100% yield; for example, 0.34 means a 34% yield). (1) The reactants are [Br:1][C:2]1[CH:7]=[C:6]([CH:8]([CH3:10])[CH3:9])[C:5]([OH:11])=[CH:4][C:3]=1[OH:12].CN(C)[CH:15]=[O:16].[CH2:18](N(C(C)C)C(C)C)C.[CH3:27][O:28][CH2:29]Cl. The catalyst is C(OCC)(=O)C. The product is [Br:1][C:2]1[CH:7]=[C:6]([CH:8]([CH3:10])[CH3:9])[C:5]([O:11][CH2:27][O:28][CH3:29])=[CH:4][C:3]=1[O:12][CH2:18][O:16][CH3:15]. The yield is 0.831. (2) The reactants are C(O[C:4](=[O:9])[CH2:5][C:6](=O)[CH3:7])C.[C:10]1([CH3:23])[CH:15]=[CH:14][CH:13]=[CH:12][C:11]=1[NH:16][C:17]([NH:19][C:20]([NH2:22])=[NH:21])=[NH:18]. The catalyst is C(O)C. The product is [CH3:7][C:6]1[N:21]=[C:20]([NH:19][C:17]([NH:16][C:11]2[CH:12]=[CH:13][CH:14]=[CH:15][C:10]=2[CH3:23])=[NH:18])[NH:22][C:4](=[O:9])[CH:5]=1. The yield is 0.680. (3) The reactants are [N+:1]([C:4]1[CH:9]=[C:8]([N+:10]([O-])=O)[CH:7]=[CH:6][C:5]=1[S:13][CH2:14][C:15]([OH:17])=O)([O-])=O.O.O.[Sn](Cl)Cl. The catalyst is C(O)C. The product is [NH2:10][C:8]1[CH:7]=[CH:6][C:5]2[S:13][CH2:14][C:15](=[O:17])[NH:1][C:4]=2[CH:9]=1. The yield is 0.520. (4) The reactants are C(OC([N:11]1[CH2:15][CH2:14][CH2:13][C@@H:12]1[C:16](=[O:21])[NH:17][CH:18]1[CH2:20][CH2:19]1)=O)C1C=CC=CC=1. The catalyst is CO.[Pd]. The product is [CH:18]1([NH:17][C:16]([C@H:12]2[CH2:13][CH2:14][CH2:15][NH:11]2)=[O:21])[CH2:20][CH2:19]1. The yield is 0.790. (5) The reactants are [Br:1][C:2]1[S:6][C:5]([NH2:7])=[N:4][C:3]=1[C:8]1[C:13]([CH3:14])=[CH:12][C:11]([O:15][C:16]2[CH:21]=[CH:20][C:19]([O:22][CH3:23])=[CH:18][CH:17]=2)=[CH:10][C:9]=1[CH3:24].C(N(CC)CC)C.Cl.[C:33](Cl)(=[O:40])[C:34]1[CH:39]=[CH:38][N:37]=[CH:36][CH:35]=1. The catalyst is C(Cl)Cl. The product is [Br:1][C:2]1[S:6][C:5]([NH:7][C:33](=[O:40])[C:34]2[CH:39]=[CH:38][N:37]=[CH:36][CH:35]=2)=[N:4][C:3]=1[C:8]1[C:13]([CH3:14])=[CH:12][C:11]([O:15][C:16]2[CH:21]=[CH:20][C:19]([O:22][CH3:23])=[CH:18][CH:17]=2)=[CH:10][C:9]=1[CH3:24]. The yield is 0.990. (6) The yield is 0.252. The reactants are [CH2:1]([N:3]=[C:4]=[O:5])[CH3:2].[CH2:6]([O:8][C:9]([C:11]1[C:16]([O:17][CH2:18][CH3:19])=[C:15]([N:20]2[CH2:25][CH2:24][O:23][CH2:22][CH2:21]2)[N:14]=[C:13]([C:26]2[CH:31]=[CH:30][C:29]([OH:32])=[CH:28][CH:27]=2)[N:12]=1)=[O:10])[CH3:7]. The catalyst is C1(C)C=CC=CC=1. The product is [CH2:6]([O:8][C:9]([C:11]1[C:16]([O:17][CH2:18][CH3:19])=[C:15]([N:20]2[CH2:21][CH2:22][O:23][CH2:24][CH2:25]2)[N:14]=[C:13]([C:26]2[CH:27]=[CH:28][C:29]([O:32][C:4](=[O:5])[NH:3][CH2:1][CH3:2])=[CH:30][CH:31]=2)[N:12]=1)=[O:10])[CH3:7]. (7) The reactants are Cl[CH2:2][C@@H:3]([OH:18])[CH2:4][P:5]([C:10]([O:15][CH2:16][CH3:17])([O:12][CH2:13][CH3:14])[CH3:11])(=[O:9])[O:6][CH2:7][CH3:8].[NH3:19]. The catalyst is C(O)C. The product is [NH2:19][CH2:2][C@@H:3]([OH:18])[CH2:4][P:5]([C:10]([O:15][CH2:16][CH3:17])([O:12][CH2:13][CH3:14])[CH3:11])(=[O:9])[O:6][CH2:7][CH3:8]. The yield is 0.190.